Dataset: Catalyst prediction with 721,799 reactions and 888 catalyst types from USPTO. Task: Predict which catalyst facilitates the given reaction. The catalyst class is: 35. Product: [NH2:64][C:63]1[N:59]([CH3:58])[N+:60]([CH2:18][C:15]2[CH2:16][S:17][C@@H:12]3[C@H:11]([NH:10][C:8](=[O:9])/[C:7](/[C:4]4[N:3]=[C:2]([NH2:1])[S:6][N:5]=4)=[N:38]\[O:39][C:40]([C:43]([OH:45])=[O:44])([CH3:41])[CH3:42])[C:36](=[O:37])[N:13]3[C:14]=2[C:20]([O-:22])=[O:21])=[CH:61][C:62]=1[NH:84][C:85]([NH:87][CH:88]1[CH2:92][CH2:91][NH:90][CH2:89]1)=[O:86]. Reactant: [NH2:1][C:2]1[S:6][N:5]=[C:4](/[C:7](=[N:38]/[O:39][C:40]([C:43]([O:45]C(C)(C)C)=[O:44])([CH3:42])[CH3:41])/[C:8]([NH:10][C@@H:11]2[C:36](=[O:37])[N:13]3[C:14]([C:20]([O:22]C(C4C=CC=CC=4)C4C=CC=CC=4)=[O:21])=[C:15]([CH2:18]I)[CH2:16][S:17][C@H:12]23)=[O:9])[N:3]=1.C[Si](C)(C)NC(=O)C.[CH3:58][N:59]1[C:63]([NH:64]C(C2C=CC=CC=2)(C2C=CC=CC=2)C2C=CC=CC=2)=[C:62]([NH:84][C:85]([NH:87][CH:88]2[CH2:92][CH2:91][N:90](C(OC(C)(C)C)=O)[CH2:89]2)=[O:86])[CH:61]=[N:60]1.C(OCC)(=O)C.